Task: Predict the product of the given reaction.. Dataset: Forward reaction prediction with 1.9M reactions from USPTO patents (1976-2016) (1) Given the reactants Cl[CH2:2][C:3]([N:5]1[C:14]2[C:9](=[CH:10][CH:11]=[CH:12][CH:13]=2)[CH2:8][CH2:7][CH2:6]1)=[O:4].[C:15]1([C:21]2[N:22]=[C:23]([SH:32])[O:24][C:25]=2[C:26]2[CH:31]=[CH:30][CH:29]=[CH:28][CH:27]=2)[CH:20]=[CH:19][CH:18]=[CH:17][CH:16]=1, predict the reaction product. The product is: [N:5]1([C:3](=[O:4])[CH2:2][S:32][C:23]2[O:24][C:25]([C:26]3[CH:27]=[CH:28][CH:29]=[CH:30][CH:31]=3)=[C:21]([C:15]3[CH:20]=[CH:19][CH:18]=[CH:17][CH:16]=3)[N:22]=2)[C:14]2[C:9](=[CH:10][CH:11]=[CH:12][CH:13]=2)[CH2:8][CH2:7][CH2:6]1. (2) Given the reactants [CH:1]([CH:3]([CH:9]=O)[C:4]([O:6][CH2:7][CH3:8])=[O:5])=O.[NH2:11][NH:12][C:13]([NH2:15])=[S:14].Br[CH2:17][C:18]([C:20]1[CH:25]=[CH:24][C:23]([Cl:26])=[C:22]([Cl:27])[CH:21]=1)=O, predict the reaction product. The product is: [Cl:27][C:22]1[CH:21]=[C:20]([C:18]2[N:15]=[C:13]([N:12]3[CH:9]=[C:3]([C:4]([O:6][CH2:7][CH3:8])=[O:5])[CH:1]=[N:11]3)[S:14][CH:17]=2)[CH:25]=[CH:24][C:23]=1[Cl:26]. (3) Given the reactants [CH2:1]([N:8]1[C:16]([C:17]2[CH:18]=[C:19]([OH:23])[CH:20]=[CH:21][CH:22]=2)=[C:15]2[C:10]([C:11]([C:24]([F:27])([F:26])[F:25])=[CH:12][CH:13]=[CH:14]2)=[N:9]1)[C:2]1[CH:7]=[CH:6][CH:5]=[CH:4][CH:3]=1.C[O:29][C:30](=[O:42])[C:31]([C:34]1[CH:39]=[CH:38][C:37]([CH2:40]Br)=[CH:36][CH:35]=1)([CH3:33])[CH3:32].C(=O)([O-])[O-].[K+].[K+].C1(C)C=CC(CC(O)=O)=CC=1.S(=O)(=O)(O)O.[H-].[Na+].CI.C1C(=O)N(Br)C(=O)C1.C(OOC(=O)C1C=CC=CC=1)(=O)C1C=CC=CC=1.[Li+].[OH-], predict the reaction product. The product is: [CH2:1]([N:8]1[C:16]([C:17]2[CH:18]=[C:19]([CH:20]=[CH:21][CH:22]=2)[O:23][CH2:40][C:37]2[CH:36]=[CH:35][C:34]([C:31]([CH3:33])([CH3:32])[C:30]([OH:42])=[O:29])=[CH:39][CH:38]=2)=[C:15]2[C:10]([C:11]([C:24]([F:27])([F:25])[F:26])=[CH:12][CH:13]=[CH:14]2)=[N:9]1)[C:2]1[CH:7]=[CH:6][CH:5]=[CH:4][CH:3]=1.